This data is from Catalyst prediction with 721,799 reactions and 888 catalyst types from USPTO. The task is: Predict which catalyst facilitates the given reaction. (1) Reactant: C[O:2][C:3]1[CH:12]=[C:11]2[C:6]([CH:7]=[CH:8][C:9]([C:13]3[C:14]4[C:19]([C:20]([C:27]5[C:36]6[C:31](=[CH:32][CH:33]=[CH:34][CH:35]=6)[C:30]([C:37]6[CH:42]=[CH:41][CH:40]=[CH:39][CH:38]=6)=[CH:29][CH:28]=5)=[C:21]5[C:26]=3[CH:25]=[CH:24][CH:23]=[CH:22]5)=[CH:18][CH:17]=[CH:16][CH:15]=4)=[CH:10]2)=[CH:5][CH:4]=1.Cl.N1C=CC=CC=1. Product: [C:37]1([C:30]2[C:31]3[C:36](=[CH:35][CH:34]=[CH:33][CH:32]=3)[C:27]([C:20]3[C:21]4[C:26](=[CH:25][CH:24]=[CH:23][CH:22]=4)[C:13]([C:9]4[CH:10]=[C:11]5[C:6]([CH:5]=[CH:4][C:3]([OH:2])=[CH:12]5)=[CH:7][CH:8]=4)=[C:14]4[C:19]=3[CH:18]=[CH:17][CH:16]=[CH:15]4)=[CH:28][CH:29]=2)[CH:38]=[CH:39][CH:40]=[CH:41][CH:42]=1. The catalyst class is: 60. (2) Reactant: O.[NH2:2][NH2:3].[CH3:4][C:5]1[C:12]([N+:13]([O-:15])=[O:14])=[CH:11][CH:10]=[CH:9][C:6]=1[CH2:7]Cl. Product: [CH3:4][C:5]1[C:12]([N+:13]([O-:15])=[O:14])=[CH:11][CH:10]=[CH:9][C:6]=1[CH2:7][NH:2][NH2:3]. The catalyst class is: 8. (3) Reactant: C([O:3][C:4]([C:6]1[C:14]2[CH2:13][CH2:12][O:11][CH2:10][C:9]=2[S:8][C:7]=1[NH:15][C:16]([CH:18]1[CH2:22][CH2:21][CH2:20][CH2:19]1)=[O:17])=O)C.[Li][NH2:24].Cl. Product: [CH:18]1([C:16]([NH:15][C:7]2[S:8][C:9]3[CH2:10][O:11][CH2:12][CH2:13][C:14]=3[C:6]=2[C:4]([NH2:24])=[O:3])=[O:17])[CH2:22][CH2:21][CH2:20][CH2:19]1. The catalyst class is: 1. (4) Product: [NH2:18][CH2:2][C:3]1[CH:17]=[CH:16][C:6]2[N:7]=[C:8]([C:10]3[CH:15]=[CH:14][CH:13]=[CH:12][CH:11]=3)[S:9][C:5]=2[CH:4]=1. Reactant: Br[CH2:2][C:3]1[CH:17]=[CH:16][C:6]2[N:7]=[C:8]([C:10]3[CH:15]=[CH:14][CH:13]=[CH:12][CH:11]=3)[S:9][C:5]=2[CH:4]=1.[NH3:18]. The catalyst class is: 5. (5) The catalyst class is: 1. Reactant: [Cl:1][C:2]1[CH:7]=[CH:6][C:5]([C:8]([C:10]2[CH:15]=[CH:14][CH:13]=[C:12]([F:16])[CH:11]=2)=[O:9])=[CH:4][CH:3]=1.[CH3:17][Mg]Br. Product: [Cl:1][C:2]1[CH:7]=[CH:6][C:5]([C:8]([C:10]2[CH:15]=[CH:14][CH:13]=[C:12]([F:16])[CH:11]=2)([OH:9])[CH3:17])=[CH:4][CH:3]=1.